The task is: Regression. Given a peptide amino acid sequence and an MHC pseudo amino acid sequence, predict their binding affinity value. This is MHC class II binding data.. This data is from Peptide-MHC class II binding affinity with 134,281 pairs from IEDB. (1) The peptide sequence is LLAAADELVGGPPVE. The MHC is DRB1_0701 with pseudo-sequence DRB1_0701. The binding affinity (normalized) is 0.149. (2) The peptide sequence is CGYLMFLGGVKPTHI. The MHC is DRB1_0901 with pseudo-sequence DRB1_0901. The binding affinity (normalized) is 0.719. (3) The peptide sequence is MLTLFILIITSTIKA. The MHC is HLA-DQA10401-DQB10402 with pseudo-sequence HLA-DQA10401-DQB10402. The binding affinity (normalized) is 0.155. (4) The MHC is DRB1_0802 with pseudo-sequence DRB1_0802. The peptide sequence is SARLRLLRDRLVEGV. The binding affinity (normalized) is 0.155. (5) The peptide sequence is TPTEKDEYCARVNH. The MHC is HLA-DPA10201-DPB10101 with pseudo-sequence HLA-DPA10201-DPB10101. The binding affinity (normalized) is 0.0289.